Dataset: Full USPTO retrosynthesis dataset with 1.9M reactions from patents (1976-2016). Task: Predict the reactants needed to synthesize the given product. (1) Given the product [F:21][CH:30]1[C:25](=[O:24])[CH2:26][CH2:27][N:28]([C:31]([O:33][CH2:34][C:35]2[CH:40]=[CH:39][CH:38]=[CH:37][CH:36]=2)=[O:32])[CH2:29]1, predict the reactants needed to synthesize it. The reactants are: [B-](F)(F)(F)F.[B-](F)(F)(F)F.C1[N+]2(CCl)CC[N+]([F:21])(CC2)C1.C[Si](C)(C)[O:24][C:25]1[CH2:30][CH2:29][N:28]([C:31]([O:33][CH2:34][C:35]2[CH:40]=[CH:39][CH:38]=[CH:37][CH:36]=2)=[O:32])[CH2:27][CH:26]=1. (2) Given the product [CH2:1]([N:7]1[C:17]2[C:12](=[CH:13][CH:14]=[C:15]([O:18][CH3:19])[CH:16]=2)/[C:10](=[N:29]/[NH:28][C:20](=[O:27])[C:21]2[CH:26]=[CH:25][CH:24]=[CH:23][CH:22]=2)/[C:8]1=[O:9])[CH2:2][CH2:3][CH2:4][CH2:5][CH3:6], predict the reactants needed to synthesize it. The reactants are: [CH2:1]([N:7]1[C:17]2[C:12](=[CH:13][CH:14]=[C:15]([O:18][CH3:19])[CH:16]=2)[C:10](=O)[C:8]1=[O:9])[CH2:2][CH2:3][CH2:4][CH2:5][CH3:6].[C:20]([NH:28][NH2:29])(=[O:27])[C:21]1[CH:26]=[CH:25][CH:24]=[CH:23][CH:22]=1. (3) Given the product [CH3:3][C:4]1[CH:5]=[C:6]([CH:7]=[C:8]([CH3:10])[CH:9]=1)[O:11][CH2:13][C:14]([OH:16])=[O:15], predict the reactants needed to synthesize it. The reactants are: [OH-].[Na+].[CH3:3][C:4]1[CH:5]=[C:6]([OH:11])[CH:7]=[C:8]([CH3:10])[CH:9]=1.Cl[CH2:13][C:14]([OH:16])=[O:15].Cl. (4) The reactants are: C([N:3]1[C:7]([C:8]([F:11])([F:10])[F:9])=[C:6]([C:12]([OH:14])=[O:13])[S:5][C:4]1=[O:15])C.[OH-].[Li+]. Given the product [O:15]=[C:4]1[NH:3][C:7]([C:8]([F:11])([F:9])[F:10])=[C:6]([C:12]([OH:14])=[O:13])[S:5]1, predict the reactants needed to synthesize it.